Predict the reactants needed to synthesize the given product. From a dataset of Full USPTO retrosynthesis dataset with 1.9M reactions from patents (1976-2016). Given the product [CH2:14]([O:13][C:11](=[O:12])[CH2:10][C:4]1[C:3]([O:16][C:22]2([C:45]([O:47][CH2:48][CH3:49])=[O:46])[CH2:27][CH2:26][CH2:25][N:24]3[C:28]([C:31]4[CH:36]=[CH:35][C:34]([C:37]5[O:41][C:40]([CH3:42])=[N:39][CH:38]=5)=[C:33]([O:43][CH3:44])[CH:32]=4)=[N:29][N:30]=[C:23]23)=[C:2]([F:1])[C:7]([F:8])=[C:6]([F:9])[CH:5]=1)[CH3:15], predict the reactants needed to synthesize it. The reactants are: [F:1][C:2]1[C:3]([OH:16])=[C:4]([CH2:10][C:11]([O:13][CH2:14][CH3:15])=[O:12])[CH:5]=[C:6]([F:9])[C:7]=1[F:8].[O-]CC.[Na+].Cl[C:22]1([C:45]([O:47][CH2:48][CH3:49])=[O:46])[CH2:27][CH2:26][CH2:25][N:24]2[C:28]([C:31]3[CH:36]=[CH:35][C:34]([C:37]4[O:41][C:40]([CH3:42])=[N:39][CH:38]=4)=[C:33]([O:43][CH3:44])[CH:32]=3)=[N:29][N:30]=[C:23]12.